Dataset: Forward reaction prediction with 1.9M reactions from USPTO patents (1976-2016). Task: Predict the product of the given reaction. (1) Given the reactants [CH:1]1([C:4]2[CH:12]=[C:11]([N:13]3[CH2:18][CH2:17][O:16][CH2:15][CH2:14]3)[CH:10]=[C:9](C)[C:5]=2[C:6](O)=[O:7])CC1.C([N:22]=C=NCCCN(C)C)C.OC1C2N=NNC=2C=CC=1.C(N(C(C)C)CC)(C)C.N[CH2:51][CH2:52][C@@H:53]([OH:58])[C:54]([CH3:57])([CH3:56])[CH3:55], predict the reaction product. The product is: [OH:58][C@@H:53]([C:54]([CH3:57])([CH3:56])[CH3:55])[CH2:52][CH2:51][C:9]1[CH:10]=[C:11]([N:13]2[CH2:18][CH2:17][O:16][CH2:15][CH2:14]2)[CH:12]=[C:4]([CH3:1])[C:5]=1[C:6]([NH2:22])=[O:7]. (2) Given the reactants [NH3:1].[CH2:2]([NH:9][C:10](=[O:25])[CH2:11][C:12]1[CH:21]=[CH:20][C:19]2[O:18][C:17]([CH3:23])([CH3:22])[CH:16]3[O:24][CH:15]3[C:14]=2[CH:13]=1)[C:3]1[CH:8]=[CH:7][CH:6]=[CH:5][CH:4]=1.O, predict the reaction product. The product is: [NH2:1][CH:15]1[C:14]2[C:19](=[CH:20][CH:21]=[C:12]([CH2:11][C:10]([NH:9][CH2:2][C:3]3[CH:8]=[CH:7][CH:6]=[CH:5][CH:4]=3)=[O:25])[CH:13]=2)[O:18][C:17]([CH3:23])([CH3:22])[CH:16]1[OH:24].